From a dataset of Reaction yield outcomes from USPTO patents with 853,638 reactions. Predict the reaction yield, written as a fraction of the theoretical maximum amount of product (1.0 means a 100% yield; for example, 0.34 means a 34% yield). The reactants are [CH3:1][O:2][CH:3]([C:8]([O:10]C)=O)[C:4](OC)=[O:5].[NH2:12][C:13]([NH2:15])=[S:14]. The catalyst is CO. The product is [CH3:1][O:2][CH:3]1[C:8](=[O:10])[NH:15][C:13](=[S:14])[NH:12][C:4]1=[O:5]. The yield is 0.641.